From a dataset of Forward reaction prediction with 1.9M reactions from USPTO patents (1976-2016). Predict the product of the given reaction. (1) Given the reactants [CH2:1]([OH:17])[CH2:2][CH2:3]CCCCCCCCCCCCC.C(N=C=O)CCCCCN=C=[O:26].C1C=C(C[N:37]=[C:38]=[O:39])C=C(CN=C=O)C=1.C([O-])(=O)CCCCCCCCCCC.C([Sn+2]CCCC)CCC.C([O-])(=O)CCCCCCCCCCC.C(OCCO)(=O)C=C.COC1C=CC(O)=CC=1, predict the reaction product. The product is: [C:1]([OH:17])(=[O:26])[CH:2]=[CH2:3].[NH2:37][C:38]([O:17][CH2:1][CH3:2])=[O:39]. (2) Given the reactants [CH3:1][O:2][C:3]1[CH:4]=[C:5]([CH:9]=[CH:10][CH:11]=1)[CH2:6][CH2:7][NH2:8].[Cl:12][C:13]1[N:18]=[C:17](Cl)[C:16]([Cl:20])=[CH:15][N:14]=1.C(=O)([O-])[O-].[K+].[K+], predict the reaction product. The product is: [Cl:12][C:13]1[N:18]=[C:17]([NH:8][CH2:7][CH2:6][C:5]2[CH:9]=[CH:10][CH:11]=[C:3]([O:2][CH3:1])[CH:4]=2)[C:16]([Cl:20])=[CH:15][N:14]=1. (3) Given the reactants O=C1CCC(=O)N1[O:8][C:9](=O)[CH2:10][CH2:11][CH:12]([NH:20][C:21]([CH:23]1[CH2:28][CH2:27][CH:26]([CH2:29][NH:30][C:31](=[O:57])[CH2:32][CH2:33][CH2:34][CH2:35][CH2:36][CH2:37][CH2:38][CH2:39][CH2:40][CH2:41][CH2:42][CH2:43][CH2:44][CH2:45][CH2:46][CH2:47][CH2:48][CH2:49][C:50]([O:52][C:53]([CH3:56])([CH3:55])[CH3:54])=[O:51])[CH2:25][CH2:24]1)=[O:22])[C:13]([O:15][C:16]([CH3:19])([CH3:18])[CH3:17])=[O:14].[NH2:59][C@H:60]([C:66]([O:68][C:69]([CH3:72])([CH3:71])[CH3:70])=[O:67])[CH2:61][CH2:62][C:63](=[O:65])[OH:64], predict the reaction product. The product is: [C:69]([O:68][C:66](=[O:67])[CH:60]([NH:59][C:9](=[O:8])[CH2:10][CH2:11][CH:12]([C:13]([O:15][C:16]([CH3:19])([CH3:18])[CH3:17])=[O:14])[NH:20][C:21]([CH:23]1[CH2:24][CH2:25][CH:26]([CH2:29][NH:30][C:31](=[O:57])[CH2:32][CH2:33][CH2:34][CH2:35][CH2:36][CH2:37][CH2:38][CH2:39][CH2:40][CH2:41][CH2:42][CH2:43][CH2:44][CH2:45][CH2:46][CH2:47][CH2:48][CH2:49][C:50]([O:52][C:53]([CH3:54])([CH3:55])[CH3:56])=[O:51])[CH2:27][CH2:28]1)=[O:22])[CH2:61][CH2:62][C:63]([OH:64])=[O:65])([CH3:72])([CH3:71])[CH3:70]. (4) Given the reactants [CH2:1]([N:8]1[CH2:15][CH:14]2[N:16]([CH2:17][C:18]3[CH:23]=[CH:22][CH:21]=[CH:20][CH:19]=3)[CH:10]([CH2:11][NH:12][CH2:13]2)[CH2:9]1)[C:2]1[CH:7]=[CH:6][CH:5]=[CH:4][CH:3]=1.[O:24](C(OC(C)(C)C)=O)[C:25]([O:27][C:28]([CH3:31])([CH3:30])[CH3:29])=O, predict the reaction product. The product is: [C:28]([O:27][C:25]([N:12]1[CH2:11][CH:10]2[N:16]([CH2:17][C:18]3[CH:23]=[CH:22][CH:21]=[CH:20][CH:19]=3)[CH:14]([CH2:15][N:8]([CH2:1][C:2]3[CH:3]=[CH:4][CH:5]=[CH:6][CH:7]=3)[CH2:9]2)[CH2:13]1)=[O:24])([CH3:31])([CH3:30])[CH3:29]. (5) Given the reactants Cl.[NH2:2][OH:3].C(=O)(O)[O-].[Na+].[C:9]([C:11]1[CH:12]=[C:13]2[C:17](=[CH:18][CH:19]=1)[NH:16][C:15]([CH2:20][CH2:21][C:22]([O:24][CH2:25][CH3:26])=[O:23])=[CH:14]2)#[N:10], predict the reaction product. The product is: [OH:3][NH:2][C:9](=[NH:10])[C:11]1[CH:12]=[C:13]2[C:17](=[CH:18][CH:19]=1)[NH:16][C:15]([CH2:20][CH2:21][C:22]([O:24][CH2:25][CH3:26])=[O:23])=[CH:14]2. (6) Given the reactants Cl.[NH2:2][C@H:3]1[CH2:8][CH2:7][C@H:6]([NH:9][C:10]([C:12]2[C:16]3[N:17]=[CH:18][N:19]=[C:20]([C:21]4[CH:26]=[C:25]([F:27])[CH:24]=[CH:23][C:22]=4[O:28][CH2:29][CH:30]4[CH2:32][CH2:31]4)[C:15]=3[NH:14][CH:13]=2)=[O:11])[CH2:5][CH2:4]1.[CH3:33][O:34][CH2:35][C:36](Cl)=[O:37], predict the reaction product. The product is: [CH3:33][O:34][CH2:35][C:36]([NH:2][C@H:3]1[CH2:8][CH2:7][C@H:6]([NH:9][C:10]([C:12]2[C:16]3[N:17]=[CH:18][N:19]=[C:20]([C:21]4[CH:26]=[C:25]([F:27])[CH:24]=[CH:23][C:22]=4[O:28][CH2:29][CH:30]4[CH2:31][CH2:32]4)[C:15]=3[NH:14][CH:13]=2)=[O:11])[CH2:5][CH2:4]1)=[O:37].